Task: Predict which catalyst facilitates the given reaction.. Dataset: Catalyst prediction with 721,799 reactions and 888 catalyst types from USPTO (1) Reactant: [CH2:1]([O:3][C:4](=[O:17])[C:5]([NH:14][CH:15]=[O:16])=[CH:6][C:7]1[CH:12]=[CH:11][CH:10]=[CH:9][C:8]=1[Br:13])[CH3:2].[Br:18]N1C(=O)CCC1=O.C(N(CC)CC)C. Product: [CH2:1]([O:3][C:4](=[O:17])[C:5]([NH:14][CH:15]=[O:16])=[C:6]([Br:18])[C:7]1[CH:12]=[CH:11][CH:10]=[CH:9][C:8]=1[Br:13])[CH3:2]. The catalyst class is: 2. (2) Reactant: [CH3:1][C:2]1([O:6][C:4]1([CH3:7])[CH3:5])[CH3:3].[CH2:8]([NH2:10])[CH3:9]. Product: [CH2:8]([NH:10][C:4]([CH3:7])([CH3:5])[C:2]([CH3:3])([OH:6])[CH3:1])[CH3:9]. The catalyst class is: 24.